The task is: Predict the reactants needed to synthesize the given product.. This data is from Full USPTO retrosynthesis dataset with 1.9M reactions from patents (1976-2016). (1) Given the product [CH3:20][C:16]1[CH:17]=[CH:18][CH:19]=[C:7]([CH2:6][O:5][CH2:4][CH2:3][CH2:2][O:1][CH2:36][C:25]2[N:26]=[C:27]([C:29]3[CH:30]=[C:31]([CH3:35])[CH:32]=[CH:33][CH:34]=3)[O:28][C:24]=2[CH3:23])[C:8]=1[C:9]([OH:11])=[O:10], predict the reactants needed to synthesize it. The reactants are: [OH:1][CH2:2][CH2:3][CH2:4][O:5][CH2:6][C:7]1[CH:19]=[CH:18][CH:17]=[C:16]([CH3:20])[C:8]=1[C:9]([O:11]C(C)(C)C)=[O:10].[H-].[Na+].[CH3:23][C:24]1[O:28][C:27]([C:29]2[CH:30]=[C:31]([CH3:35])[CH:32]=[CH:33][CH:34]=2)=[N:26][C:25]=1[CH2:36]I.O. (2) Given the product [CH3:12][C:5]1[C:6]2[C:7](=[O:9])[NH:15][C:14]([C:16]([O:18][CH2:19][CH3:20])=[O:17])=[N:1][C:2]=2[S:3][CH:4]=1, predict the reactants needed to synthesize it. The reactants are: [NH2:1][C:2]1[S:3][CH:4]=[C:5]([CH3:12])[C:6]=1[C:7]([O:9]CC)=O.Cl.[C:14]([C:16]([O:18][CH2:19][CH3:20])=[O:17])#[N:15].C(=O)(O)[O-].[Na+]. (3) The reactants are: [CH:1]1([N:7]([CH2:21][CH2:22][C:23]2[CH:28]=CC=C[CH:24]=2)[C:8](=[O:20])[NH:9][C:10]2[S:11][C:12]([S:15][CH2:16][C:17]([OH:19])=[O:18])=[CH:13][N:14]=2)[CH2:6][CH2:5][CH2:4]CC1.[CH:29](=O)CC(C)C.CC(C)CCN.C(OC(=O)CSC1SC(N)=NC=1)C. Given the product [CH3:29][CH:5]([CH3:4])[CH2:6][CH2:1][N:7]([CH2:21][CH2:22][CH:23]([CH3:24])[CH3:28])[C:8](=[O:20])[NH:9][C:10]1[S:11][C:12]([S:15][CH2:16][C:17]([OH:19])=[O:18])=[CH:13][N:14]=1, predict the reactants needed to synthesize it. (4) Given the product [S:4]1[CH:5]=[CH:6][C:2]([C:9](=[O:10])[CH2:8][CH2:7][CH3:11])=[CH:3]1, predict the reactants needed to synthesize it. The reactants are: Br[C:2]1[CH:6]=[CH:5][S:4][CH:3]=1.[CH2:7]1[CH2:11][O:10][CH2:9][CH2:8]1.CON(C)C(=O)CCC. (5) Given the product [CH:1]1([NH:7][CH2:28][C:25]2[S:24][C:23]([NH:22][C:12]3[CH:13]=[CH:14][C:15]([N:16]4[CH:20]=[C:19]([CH3:21])[N:18]=[CH:17]4)=[C:10]([O:9][CH3:8])[CH:11]=3)=[N:27][CH:26]=2)[CH2:6][CH2:5][CH2:4][CH2:3][CH2:2]1, predict the reactants needed to synthesize it. The reactants are: [CH:1]1([NH2:7])[CH2:6][CH2:5][CH2:4][CH2:3][CH2:2]1.[CH3:8][O:9][C:10]1[CH:11]=[C:12]([NH:22][C:23]2[S:24][C:25]([CH:28]=O)=[CH:26][N:27]=2)[CH:13]=[CH:14][C:15]=1[N:16]1[CH:20]=[C:19]([CH3:21])[N:18]=[CH:17]1.O1CCCC1.CO. (6) Given the product [N:47]([CH2:16][C:7]1([C:12]([F:15])([F:14])[F:13])[C:6]2[CH:18]=[C:2]([Cl:1])[CH:3]=[CH:4][C:5]=2[NH:10][C:9](=[O:11])[O:8]1)=[N+:48]=[N-:49], predict the reactants needed to synthesize it. The reactants are: [Cl:1][C:2]1[CH:3]=[CH:4][C:5]2[NH:10][C:9](=[O:11])[O:8][C:7]([CH2:16]O)([C:12]([F:15])([F:14])[F:13])[C:6]=2[CH:18]=1.CC1C=CC=C(C)N=1.FC(F)(F)S(OS(C(F)(F)F)(=O)=O)(=O)=O.C(=O)([O-])O.[Na+].[N-:47]=[N+:48]=[N-:49].[Na+]. (7) The reactants are: Cl.[F:2][C:3]1[CH:55]=[N:54][C:6]2[N:7]([C:33]3[CH:34]=[C:35]([C:39]4[CH:44]=[CH:43][C:42]([CH2:45][N:46]5[CH2:52][CH2:51][CH2:50][N:49]([CH3:53])[CH2:48][CH2:47]5)=[CH:41][CH:40]=4)[CH:36]=[CH:37][CH:38]=3)[C:8](=[O:32])[N:9]([C@@H:12]3[CH2:17][CH2:16][C@H:15]([NH:18][C:19](=[O:31])[C:20]([NH:23]C(=O)OC(C)(C)C)([CH3:22])[CH3:21])[CH2:14][CH2:13]3)[C:10](=[O:11])[C:5]=2[CH:4]=1. Given the product [F:2][C:3]1[CH:55]=[N:54][C:6]2[N:7]([C:33]3[CH:34]=[C:35]([C:39]4[CH:40]=[CH:41][C:42]([CH2:45][N:46]5[CH2:52][CH2:51][CH2:50][N:49]([CH3:53])[CH2:48][CH2:47]5)=[CH:43][CH:44]=4)[CH:36]=[CH:37][CH:38]=3)[C:8](=[O:32])[N:9]([C@@H:12]3[CH2:17][CH2:16][C@H:15]([NH:18][C:19](=[O:31])[C:20]([CH3:21])([CH3:22])[NH2:23])[CH2:14][CH2:13]3)[C:10](=[O:11])[C:5]=2[CH:4]=1, predict the reactants needed to synthesize it. (8) Given the product [Cl:5][C:6]1[CH:7]=[C:8]2[C:13](=[C:14]([Cl:16])[CH:15]=1)[O:12][CH2:11][CH2:10][C:9]2([C:18]([OH:20])=[O:19])[OH:17], predict the reactants needed to synthesize it. The reactants are: O[Li].O.O.[Cl:5][C:6]1[CH:7]=[C:8]2[C:13](=[C:14]([Cl:16])[CH:15]=1)[O:12][CH2:11][CH2:10][C:9]2([C:18]([O:20]C)=[O:19])[OH:17].